The task is: Predict the reactants needed to synthesize the given product.. This data is from Full USPTO retrosynthesis dataset with 1.9M reactions from patents (1976-2016). (1) Given the product [F:38][C:7]([F:6])([F:37])[C:8]1[CH:9]=[C:10]([NH:14][C:15]([N:17]2[C:25]3[C:20](=[C:21]([F:35])[C:22]([O:26][C:27]4[CH:32]=[CH:31][N:30]=[C:29]([CH2:33][NH:49][CH2:48][CH2:46][OH:47])[N:28]=4)=[CH:23][CH:24]=3)[CH:19]=[C:18]2[CH3:36])=[O:16])[CH:11]=[CH:12][CH:13]=1, predict the reactants needed to synthesize it. The reactants are: CS(Cl)(=O)=O.[F:6][C:7]([F:38])([F:37])[C:8]1[CH:9]=[C:10]([NH:14][C:15]([N:17]2[C:25]3[C:20](=[C:21]([F:35])[C:22]([O:26][C:27]4[CH:32]=[CH:31][N:30]=[C:29]([CH2:33]O)[N:28]=4)=[CH:23][CH:24]=3)[CH:19]=[C:18]2[CH3:36])=[O:16])[CH:11]=[CH:12][CH:13]=1.CCN(CC)CC.[CH2:46]([CH2:48][NH2:49])[OH:47]. (2) Given the product [CH3:35][C:13]1[N:12]=[C:11]2[S:10][C:9]([C:36]3[CH:37]=[N:38][NH:39][CH:40]=3)=[C:8]([C:4]3[CH:5]=[CH:6][CH:7]=[C:2]([N:101]4[CH2:105][CH2:104][CH2:103][CH2:102]4)[CH:3]=3)[C:16]2=[C:15]([NH:17][S:18]([C:21]2[CH:26]=[CH:25][CH:24]=[CH:23][CH:22]=2)(=[O:20])=[O:19])[CH:14]=1, predict the reactants needed to synthesize it. The reactants are: Br[C:2]1[CH:3]=[C:4]([C:8]2[C:16]3[C:11](=[N:12][C:13]([CH3:35])=[CH:14][C:15]=3[N:17](COCC[Si](C)(C)C)[S:18]([C:21]3[CH:26]=[CH:25][CH:24]=[CH:23][CH:22]=3)(=[O:20])=[O:19])[S:10][C:9]=2[C:36]2[CH:37]=[N:38][N:39](COCC[Si](C)(C)C)[CH:40]=2)[CH:5]=[CH:6][CH:7]=1.C1C=CC(P(C2C(C3C(P(C4C=CC=CC=4)C4C=CC=CC=4)=CC=C4C=3C=CC=C4)=C3C(C=CC=C3)=CC=2)C2C=CC=CC=2)=CC=1.CC(C)([O-])C.[Na+].[NH:101]1[CH2:105][CH2:104][CH2:103][CH2:102]1.C(O)(C(F)(F)F)=O. (3) The reactants are: [CH2:1]([O:3][C:4](=[O:42])[CH2:5][C:6]1[CH:11]=[CH:10][CH:9]=[C:8]([O:12][C:13]2[CH:18]=[CH:17][C:16](B3OC(C)(C)C(C)(C)O3)=[CH:15][C:14]=2[CH2:28][N:29]2[C@@H:33]([CH3:34])[C@@H:32]([C:35]3[CH:40]=[CH:39][CH:38]=[CH:37][CH:36]=3)[O:31][C:30]2=[O:41])[CH:7]=1)[CH3:2].Br[C:44]1[N:45]=[C:46]([CH3:50])[N:47]([CH3:49])[CH:48]=1. Given the product [CH2:1]([O:3][C:4](=[O:42])[CH2:5][C:6]1[CH:11]=[CH:10][CH:9]=[C:8]([O:12][C:13]2[CH:18]=[CH:17][C:16]([C:44]3[N:45]=[C:46]([CH3:50])[N:47]([CH3:49])[CH:48]=3)=[CH:15][C:14]=2[CH2:28][N:29]2[C@@H:33]([CH3:34])[C@@H:32]([C:35]3[CH:40]=[CH:39][CH:38]=[CH:37][CH:36]=3)[O:31][C:30]2=[O:41])[CH:7]=1)[CH3:2], predict the reactants needed to synthesize it. (4) Given the product [F:16][C:11]1[CH:10]=[C:9]([N:4]2[C:3](=[O:17])[CH:2]=[C:7]([OH:8])[CH:6]=[N:5]2)[CH:14]=[C:13]([F:15])[CH:12]=1, predict the reactants needed to synthesize it. The reactants are: Br[C:2]1[C:3](=[O:17])[N:4]([C:9]2[CH:14]=[C:13]([F:15])[CH:12]=[C:11]([F:16])[CH:10]=2)[N:5]=[CH:6][C:7]=1[OH:8].[OH-].[Na+]. (5) Given the product [CH:11]1[C:20]2[C:15](=[CH:16][CH:17]=[CH:18][CH:19]=2)[CH:14]=[CH:13][C:12]=1[S:21]([C:24]1([C:25]([O:27][CH3:28])=[O:26])[CH2:9][CH2:8]1)(=[O:23])=[O:22], predict the reactants needed to synthesize it. The reactants are: C(=O)([O-])[O-].[K+].[K+].Br[CH2:8][CH2:9]Br.[CH:11]1[C:20]2[C:15](=[CH:16][CH:17]=[CH:18][CH:19]=2)[CH:14]=[CH:13][C:12]=1[S:21]([CH2:24][C:25]([O:27][CH3:28])=[O:26])(=[O:23])=[O:22].C(Cl)Cl. (6) Given the product [OH:1][CH2:2][CH2:3][N:4]([CH3:16])[C:5]1[CH:15]=[CH:14][C:8]([C:9]([OH:11])=[O:10])=[CH:7][CH:6]=1, predict the reactants needed to synthesize it. The reactants are: [OH:1][CH2:2][CH2:3][N:4]([CH3:16])[C:5]1[CH:15]=[CH:14][C:8]([C:9]([O:11]CC)=[O:10])=[CH:7][CH:6]=1.[OH-].[Na+].O. (7) The reactants are: [CH2:1]([O:8][NH:9][C:10](=[O:18])OC1C=CC=CC=1)[C:2]1[CH:7]=[CH:6][CH:5]=[CH:4][CH:3]=1. Given the product [CH2:1]([O:8][N:9]1[C:10](=[O:18])[N:9]([O:8][CH2:1][C:2]2[CH:3]=[CH:4][CH:5]=[CH:6][CH:7]=2)[C:10](=[O:18])[N:9]([O:8][CH2:1][C:2]2[CH:3]=[CH:4][CH:5]=[CH:6][CH:7]=2)[C:10]1=[O:18])[C:2]1[CH:3]=[CH:4][CH:5]=[CH:6][CH:7]=1, predict the reactants needed to synthesize it.